Dataset: Forward reaction prediction with 1.9M reactions from USPTO patents (1976-2016). Task: Predict the product of the given reaction. (1) Given the reactants [CH3:1][S:2]([C:4]1[CH:9]=[CH:8][C:7]([N+:10]([O-:12])=[O:11])=[CH:6][CH:5]=1)=[O:3].[N-:13]=[N+]=[N-].[Na+].S(=O)(=O)(O)O, predict the reaction product. The product is: [N+:10]([C:7]1[CH:6]=[CH:5][C:4]([S:2]([CH3:1])(=[NH:13])=[O:3])=[CH:9][CH:8]=1)([O-:12])=[O:11]. (2) Given the reactants FC(F)(F)S(O[C:7]1[CH2:8][CH2:9][N:10]([C:13](=[O:15])[CH3:14])[CH2:11][CH:12]=1)(=O)=O.[B:18]1([B:18]2[O:22][C:21]([CH3:24])([CH3:23])[C:20]([CH3:26])([CH3:25])[O:19]2)[O:22][C:21]([CH3:24])([CH3:23])[C:20]([CH3:26])([CH3:25])[O:19]1.C([O-])(=O)C.[K+].ClCCl, predict the reaction product. The product is: [CH3:25][C:20]1([CH3:26])[C:21]([CH3:24])([CH3:23])[O:22][B:18]([C:7]2[CH2:8][CH2:9][N:10]([C:13](=[O:15])[CH3:14])[CH2:11][CH:12]=2)[O:19]1. (3) Given the reactants [OH:1][C:2]1[CH:3]=[C:4]2[C:8](=[CH:9][CH:10]=1)[NH:7][N:6]=[CH:5]2.[F:11][C:12]1[CH:13]=[C:14]([N+:19]([O-:21])=[O:20])[CH:15]=[CH:16][C:17]=1F.C(=O)([O-])[O-].[K+].[K+], predict the reaction product. The product is: [F:11][C:12]1[CH:13]=[C:14]([N+:19]([O-:21])=[O:20])[CH:15]=[CH:16][C:17]=1[O:1][C:2]1[CH:3]=[C:4]2[C:8](=[CH:9][CH:10]=1)[NH:7][N:6]=[CH:5]2. (4) Given the reactants [O:1]1[CH:5]=[CH:4][CH:3]=[C:2]1[C:6]1[CH:11]=[C:10]([O:12][CH3:13])[C:9]([OH:14])=[C:8]([O:15][CH3:16])[CH:7]=1.C([O-])([O-])=O.[Cs+].[Cs+].I[CH2:24][CH3:25].Cl, predict the reaction product. The product is: [CH2:24]([O:14][C:9]1[C:8]([O:15][CH3:16])=[CH:7][C:6]([C:2]2[O:1][CH:5]=[CH:4][CH:3]=2)=[CH:11][C:10]=1[O:12][CH3:13])[CH3:25]. (5) Given the reactants F[P-](F)(F)(F)(F)F.[CH3:8][N+:9](C)=[C:10](N(C)C)ON1C2N=CC=CC=2N=N1.[C:25]([O:29][C:30]([NH:32][C@@H:33]([CH2:37][C:38]1[CH:43]=[CH:42][C:41]([O:44][CH:45]([CH3:47])[CH3:46])=[CH:40][CH:39]=1)[C:34](O)=[O:35])=[O:31])([CH3:28])([CH3:27])[CH3:26].C(N(CC)C(C)C)(C)C.CNC.O1CCCC1, predict the reaction product. The product is: [CH3:8][N:9]([CH3:10])[C:34](=[O:35])[C@@H:33]([NH:32][C:30](=[O:31])[O:29][C:25]([CH3:28])([CH3:27])[CH3:26])[CH2:37][C:38]1[CH:43]=[CH:42][C:41]([O:44][CH:45]([CH3:47])[CH3:46])=[CH:40][CH:39]=1.